This data is from Full USPTO retrosynthesis dataset with 1.9M reactions from patents (1976-2016). The task is: Predict the reactants needed to synthesize the given product. (1) The reactants are: Br[C:2]1[CH:3]=[CH:4][C:5]([NH2:8])=[N:6][CH:7]=1.C(=O)([O-])[O-].[K+].[K+].[CH3:15][CH2:16]O. Given the product [CH:15]([C:2]1[CH:3]=[CH:4][C:5]([NH2:8])=[N:6][CH:7]=1)=[CH2:16], predict the reactants needed to synthesize it. (2) Given the product [C:27]([C:24]1[CH:25]=[CH:26][C:21]([NH:20][C:15]([C:10]2[C:9]([C:6]3[CH:7]=[CH:8][C:3]([C:2]([F:19])([F:18])[F:1])=[CH:4][CH:5]=3)=[CH:14][CH:13]=[CH:12][CH:11]=2)=[O:16])=[CH:22][CH:23]=1)(=[O:29])[CH3:28], predict the reactants needed to synthesize it. The reactants are: [F:1][C:2]([F:19])([F:18])[C:3]1[CH:8]=[CH:7][C:6]([C:9]2[C:10]([C:15](Cl)=[O:16])=[CH:11][CH:12]=[CH:13][CH:14]=2)=[CH:5][CH:4]=1.[NH2:20][C:21]1[CH:26]=[CH:25][C:24]([C:27](=[O:29])[CH3:28])=[CH:23][CH:22]=1.C(N(CC)CC)C.C(OCC)(=O)C. (3) Given the product [CH3:19][C:20]1[N:18]=[C:17]([OH:28])[C:3]2[N:4]([CH3:16])[CH:5]=[C:6]([C:7]3[C:12]([CH3:13])=[CH:11][C:10]([CH3:14])=[CH:9][C:8]=3[CH3:15])[C:2]=2[N:1]=1, predict the reactants needed to synthesize it. The reactants are: [NH2:1][C:2]1[C:6]([C:7]2[C:12]([CH3:13])=[CH:11][C:10]([CH3:14])=[CH:9][C:8]=2[CH3:15])=[CH:5][N:4]([CH3:16])[C:3]=1[C:17]#[N:18].[C:19](OC(=O)C)(=O)[CH3:20].C(O)(=[O:28])C. (4) Given the product [F:1][C:2]1[CH:3]=[CH:4][C:5]([CH3:11])=[C:6]2[C:10]=1[N:9]([CH2:17][CH2:16][O:15][CH3:14])[CH:8]=[CH:7]2, predict the reactants needed to synthesize it. The reactants are: [F:1][C:2]1[CH:3]=[CH:4][C:5]([CH3:11])=[C:6]2[C:10]=1[NH:9][CH:8]=[CH:7]2.[OH-].[K+].[CH3:14][O:15][CH2:16][CH2:17]Br. (5) Given the product [CH3:34][O:33][C:11]1[C:5]2[C:6]([CH2:8][O:9][CH3:10])=[N:7][C:2]([NH:52][C:50]([NH:49][C@@H:47]([C:41]3[CH:46]=[CH:45][CH:44]=[CH:43][CH:42]=3)[CH3:48])=[O:51])=[CH:3][C:4]=2[NH:13][N:12]=1, predict the reactants needed to synthesize it. The reactants are: Cl[C:2]1[N:7]=[C:6]([CH2:8][O:9][CH3:10])[C:5]2[C:11]([O:33][CH3:34])=[N:12][N:13](C(C3C=CC=CC=3)(C3C=CC=CC=3)C3C=CC=CC=3)[C:4]=2[CH:3]=1.C(=O)([O-])[O-].[Cs+].[Cs+].[C:41]1([C@H:47]([NH:49][C:50]([NH2:52])=[O:51])[CH3:48])[CH:46]=[CH:45][CH:44]=[CH:43][CH:42]=1. (6) Given the product [Cl:9][C:4]1[N:3]=[C:2]2[N:1]=[C:15]([C:14]3[CH:18]=[CH:19][C:11]([F:10])=[CH:12][CH:13]=3)[NH:8][C:7]2=[CH:6][CH:5]=1, predict the reactants needed to synthesize it. The reactants are: [NH2:1][C:2]1[C:7]([NH2:8])=[CH:6][CH:5]=[C:4]([Cl:9])[N:3]=1.[F:10][C:11]1[CH:19]=[CH:18][C:14]([C:15](O)=O)=[CH:13][CH:12]=1.